Dataset: Peptide-MHC class I binding affinity with 185,985 pairs from IEDB/IMGT. Task: Regression. Given a peptide amino acid sequence and an MHC pseudo amino acid sequence, predict their binding affinity value. This is MHC class I binding data. The peptide sequence is GLLASAPGI. The MHC is HLA-A02:06 with pseudo-sequence HLA-A02:06. The binding affinity (normalized) is 1.00.